This data is from Forward reaction prediction with 1.9M reactions from USPTO patents (1976-2016). The task is: Predict the product of the given reaction. (1) The product is: [F:12][C:11]([F:14])([F:13])[C:10]1[C:5]2[N:6]([C:2]([C:26]#[C:25][C:27]3[CH:28]=[N:29][C:30]([NH2:33])=[N:31][CH:32]=3)=[CH:3][N:4]=2)[N:7]=[C:8]([C:15]2[CH:20]=[CH:19][C:18]([C:21]([F:24])([F:23])[F:22])=[CH:17][CH:16]=2)[CH:9]=1. Given the reactants I[C:2]1[N:6]2[N:7]=[C:8]([C:15]3[CH:20]=[CH:19][C:18]([C:21]([F:24])([F:23])[F:22])=[CH:17][CH:16]=3)[CH:9]=[C:10]([C:11]([F:14])([F:13])[F:12])[C:5]2=[N:4][CH:3]=1.[C:25]([C:27]1[CH:28]=[N:29][C:30]([NH2:33])=[N:31][CH:32]=1)#[CH:26], predict the reaction product. (2) Given the reactants C(OC(N1CC[CH:14]([CH:17]([O:20][C:21]2[CH:43]=[CH:42][C:24]3[C:25]4[N:29]([CH2:30][CH2:31][O:32][C:23]=3[CH:22]=2)[CH:28]=[C:27]([C:33]2[N:34]([CH:39]([CH3:41])[CH3:40])[N:35]=[C:36]([CH3:38])[N:37]=2)[N:26]=4)CC)CC1)=O)C1C=CC=CC=1.OC([C:47]1[CH:48]=[C:49]([CH:52]=[CH:53][CH:54]=1)[C:50]#[N:51])C.C1(P(C2C=CC=CC=2)C2C=CC=CC=2)C=CC=CC=1.CC(OC(/N=N/C(OC(C)C)=O)=O)C, predict the reaction product. The product is: [CH:39]([N:34]1[C:33]([C:27]2[N:26]=[C:25]3[C:24]4[CH:42]=[CH:43][C:21]([O:20][CH:17]([C:47]5[CH:48]=[C:49]([CH:52]=[CH:53][CH:54]=5)[C:50]#[N:51])[CH3:14])=[CH:22][C:23]=4[O:32][CH2:31][CH2:30][N:29]3[CH:28]=2)=[N:37][C:36]([CH3:38])=[N:35]1)([CH3:41])[CH3:40]. (3) Given the reactants ClN1C(=O)CCC1=O.[CH2:9]([O:11][C:12]([C:14]1[N:15]([CH3:32])[C:16]([CH2:30][CH3:31])=[C:17]([C:28]#[N:29])[C:18]=1[C:19]1[CH:24]=[CH:23][C:22]([C:25]([OH:27])=O)=[CH:21][CH:20]=1)=[O:13])[CH3:10].C1(P(C2C=CC=CC=2)C2C=CC=CC=2)C=CC=CC=1.[NH2:52][C:53]1[CH:58]=[CH:57][CH:56]=[CH:55][CH:54]=1, predict the reaction product. The product is: [CH2:9]([O:11][C:12]([C:14]1[N:15]([CH3:32])[C:16]([CH2:30][CH3:31])=[C:17]([C:28]#[N:29])[C:18]=1[C:19]1[CH:20]=[CH:21][C:22]([C:25](=[O:27])[NH:52][C:53]2[CH:58]=[CH:57][CH:56]=[CH:55][CH:54]=2)=[CH:23][CH:24]=1)=[O:13])[CH3:10].